This data is from NCI-60 drug combinations with 297,098 pairs across 59 cell lines. The task is: Regression. Given two drug SMILES strings and cell line genomic features, predict the synergy score measuring deviation from expected non-interaction effect. (1) Drug 1: COC1=CC(=CC(=C1O)OC)C2C3C(COC3=O)C(C4=CC5=C(C=C24)OCO5)OC6C(C(C7C(O6)COC(O7)C8=CC=CS8)O)O. Drug 2: CN(C)N=NC1=C(NC=N1)C(=O)N. Cell line: HCT-15. Synergy scores: CSS=49.9, Synergy_ZIP=-1.99, Synergy_Bliss=-2.45, Synergy_Loewe=-22.2, Synergy_HSA=-2.70. (2) Drug 1: C1C(C(OC1N2C=NC3=C(N=C(N=C32)Cl)N)CO)O. Drug 2: C(CCl)NC(=O)N(CCCl)N=O. Cell line: MOLT-4. Synergy scores: CSS=75.9, Synergy_ZIP=-0.659, Synergy_Bliss=1.07, Synergy_Loewe=-7.02, Synergy_HSA=3.26.